Dataset: Peptide-MHC class II binding affinity with 134,281 pairs from IEDB. Task: Regression. Given a peptide amino acid sequence and an MHC pseudo amino acid sequence, predict their binding affinity value. This is MHC class II binding data. (1) The peptide sequence is EQQINHHWHKSGSSIGKA. The MHC is DRB5_0101 with pseudo-sequence DRB5_0101. The binding affinity (normalized) is 0.259. (2) The peptide sequence is GSRGYRLQRKIEAIF. The MHC is H-2-IAb with pseudo-sequence H-2-IAb. The binding affinity (normalized) is 0.235. (3) The binding affinity (normalized) is 0.317. The peptide sequence is TQTMKGVERLAVMGD. The MHC is DRB4_0101 with pseudo-sequence DRB4_0103. (4) The peptide sequence is AAATAGTTIYGAFAA. The MHC is HLA-DQA10501-DQB10301 with pseudo-sequence HLA-DQA10501-DQB10301. The binding affinity (normalized) is 0.737. (5) The peptide sequence is YTTEGGTKGEAKDVI. The MHC is HLA-DPA10301-DPB10402 with pseudo-sequence HLA-DPA10301-DPB10402. The binding affinity (normalized) is 0. (6) The MHC is DRB1_1101 with pseudo-sequence DRB1_1101. The binding affinity (normalized) is 0.143. The peptide sequence is PTKWDNSFLEI.